This data is from Reaction yield outcomes from USPTO patents with 853,638 reactions. The task is: Predict the reaction yield, written as a fraction of the theoretical maximum amount of product (1.0 means a 100% yield; for example, 0.34 means a 34% yield). (1) The reactants are [F:1][C:2]1[C:7]([C:8]2[N:12](S(C3C=NC=CC=3)(=O)=O)[CH:11]=[C:10]([CH2:22][N:23]([CH3:31])[C:24](=[O:30])[O:25][C:26]([CH3:29])([CH3:28])[CH3:27])[CH:9]=2)=[CH:6][CH:5]=[CH:4][N:3]=1.[OH-].[Na+]. The catalyst is O1CCCC1.CO. The product is [F:1][C:2]1[C:7]([C:8]2[NH:12][CH:11]=[C:10]([CH2:22][N:23]([CH3:31])[C:24](=[O:30])[O:25][C:26]([CH3:27])([CH3:28])[CH3:29])[CH:9]=2)=[CH:6][CH:5]=[CH:4][N:3]=1. The yield is 0.870. (2) The reactants are Cl[C:2]1[N:7]=[CH:6][C:5]2[C:8]([C:14]3[C:18](=[O:19])[NH:17][C:16]([CH3:21])([CH3:20])[N:15]=3)=[N:9][N:10]([CH:11]([CH3:13])[CH3:12])[C:4]=2[CH:3]=1.C1(P(C2CCCCC2)C2C(OC)=CC=C(OC)C=2C2C(C(C)C)=CC(C(C)C)=CC=2C(C)C)CCCCC1.C(=O)([O-])[O-].[Cs+].[Cs+].[NH2:66][C:67]1[CH:72]=[CH:71][N:70]=[C:69]([N:73]2[CH2:78][CH2:77][C:76]([CH3:80])([OH:79])[CH2:75][CH2:74]2)[N:68]=1. The catalyst is O1CCOCC1. The product is [OH:79][C:76]1([CH3:80])[CH2:77][CH2:78][N:73]([C:69]2[N:68]=[C:67]([NH:66][C:2]3[N:7]=[CH:6][C:5]4[C:8]([C:14]5[C:18](=[O:19])[NH:17][C:16]([CH3:21])([CH3:20])[N:15]=5)=[N:9][N:10]([CH:11]([CH3:13])[CH3:12])[C:4]=4[CH:3]=3)[CH:72]=[CH:71][N:70]=2)[CH2:74][CH2:75]1. The yield is 0.320. (3) The reactants are [CH3:1][O:2][C:3]([C:5]1[CH:10]=[CH:9][C:8](B(O)O)=[CH:7][CH:6]=1)=[O:4].Br[C:15]1[N:19]=[CH:18][N:17]([C:20]2[CH:25]=[CH:24][C:23]([O:26][C:27]([F:30])([F:29])[F:28])=[CH:22][CH:21]=2)[N:16]=1.C([O-])([O-])=O.[Na+].[Na+].COCCOC. The catalyst is C(Cl)Cl.O.C1C=CC([P]([Pd]([P](C2C=CC=CC=2)(C2C=CC=CC=2)C2C=CC=CC=2)([P](C2C=CC=CC=2)(C2C=CC=CC=2)C2C=CC=CC=2)[P](C2C=CC=CC=2)(C2C=CC=CC=2)C2C=CC=CC=2)(C2C=CC=CC=2)C2C=CC=CC=2)=CC=1. The product is [F:30][C:27]([F:28])([F:29])[O:26][C:23]1[CH:22]=[CH:21][C:20]([N:17]2[CH:18]=[N:19][C:15]([C:8]3[CH:9]=[CH:10][C:5]([C:3]([O:2][CH3:1])=[O:4])=[CH:6][CH:7]=3)=[N:16]2)=[CH:25][CH:24]=1. The yield is 0.520.